This data is from Full USPTO retrosynthesis dataset with 1.9M reactions from patents (1976-2016). The task is: Predict the reactants needed to synthesize the given product. (1) The reactants are: C(Cl)Cl.[F:4][C:5]([F:32])([F:31])[C:6]1[CH:11]=[CH:10][CH:9]=[CH:8][C:7]=1[S:12][CH2:13][C:14]([N:16]1[CH2:21][CH2:20][C:19]2([C:29]3[C:24](=[CH:25][CH:26]=[CH:27][CH:28]=3)[NH:23][C:22]2=[O:30])[CH2:18][CH2:17]1)=[O:15].ClC1C=CC=C(C(OO)=[O:41])C=1. Given the product [F:32][C:5]([F:4])([F:31])[C:6]1[CH:11]=[CH:10][CH:9]=[CH:8][C:7]=1[S:12]([CH2:13][C:14]([N:16]1[CH2:17][CH2:18][C:19]2([C:29]3[C:24](=[CH:25][CH:26]=[CH:27][CH:28]=3)[NH:23][C:22]2=[O:30])[CH2:20][CH2:21]1)=[O:15])=[O:41], predict the reactants needed to synthesize it. (2) Given the product [Cl:1][C:2]1[C:3]([N:8]2[C:12]([C:13]3[O:23][C:22](=[N:24][CH:25]([CH3:27])[CH3:26])[C:21]4[CH:20]=[CH:19][CH:18]=[C:17]([CH3:28])[C:16]=4[N:15]=3)=[CH:11][C:10]([C:29]([F:30])([F:31])[F:32])=[N:9]2)=[N:4][CH:5]=[CH:6][CH:7]=1, predict the reactants needed to synthesize it. The reactants are: [Cl:1][C:2]1[C:3]([N:8]2[C:12]([C:13]([NH:15][C:16]3[C:21]([C:22]([NH:24][CH:25]([CH3:27])[CH3:26])=[O:23])=[CH:20][CH:19]=[CH:18][C:17]=3[CH3:28])=O)=[CH:11][C:10]([C:29]([F:32])([F:31])[F:30])=[N:9]2)=[N:4][CH:5]=[CH:6][CH:7]=1.C(OCC)(=O)C. (3) Given the product [F:15][C:16]([F:23])([F:22])[S:17]([O-:20])(=[O:19])=[O:18].[CH3:16][N+:3]1[CH:4]=[CH:5][N:1]([S:6]([N:9]2[CH2:10][CH2:11][O:12][CH2:13][CH2:14]2)(=[O:7])=[O:8])[CH:2]=1, predict the reactants needed to synthesize it. The reactants are: [N:1]1([S:6]([N:9]2[CH2:14][CH2:13][O:12][CH2:11][CH2:10]2)(=[O:8])=[O:7])[CH:5]=[CH:4][N:3]=[CH:2]1.[F:15][C:16]([F:23])([F:22])[S:17]([O:20]C)(=[O:19])=[O:18]. (4) Given the product [Cl:6][C:7]1[CH:8]=[CH:9][C:10]([C:13]2[CH:14]=[CH:15][C:16]([C:19]#[C:20][C:21]3[CH:30]=[CH:29][C:24]([O:25][CH2:26][CH2:27][N:33]4[CH2:34][CH:35]=[CH:32][CH2:31]4)=[CH:23][CH:22]=3)=[N:17][CH:18]=2)=[CH:11][CH:12]=1, predict the reactants needed to synthesize it. The reactants are: CS(Cl)(=O)=O.[Cl:6][C:7]1[CH:12]=[CH:11][C:10]([C:13]2[CH:14]=[CH:15][C:16]([C:19]#[C:20][C:21]3[CH:30]=[CH:29][C:24]([O:25][CH2:26][CH2:27]O)=[CH:23][CH:22]=3)=[N:17][CH:18]=2)=[CH:9][CH:8]=1.[CH2:31]([N:33](CC)[CH2:34][CH3:35])[CH3:32].N1CC=CC1. (5) The reactants are: Br[C:2]1[CH:7]=[CH:6][CH:5]=[CH:4][N:3]=1.[CH3:8][Sn:9](Cl)([CH3:11])[CH3:10].C1COCC1. Given the product [CH3:8][Sn:9]([CH3:11])([CH3:10])[C:2]1[CH:7]=[CH:6][CH:5]=[CH:4][N:3]=1, predict the reactants needed to synthesize it. (6) Given the product [NH2:2][C:4]1[N:5]=[CH:6][C:7]([CH2:16][NH:12][C:13](=[O:18])[NH:28][C:29]2[CH:30]=[CH:31][C:32]([C:35]3[CH:44]=[CH:43][C:38]([C:39]([NH:41][CH3:42])=[O:40])=[C:37]([NH:45][CH2:46][CH3:47])[N:36]=3)=[CH:33][CH:34]=2)=[CH:8][CH:9]=1, predict the reactants needed to synthesize it. The reactants are: C[N:2]([C:4]1[CH:9]=[CH:8][CH:7]=[CH:6][N:5]=1)C.C(=O)(O[N:12]1[C:16](=O)CC[C:13]1=[O:18])O[N:12]1[C:16](=O)CC[C:13]1=[O:18].[NH2:28][C:29]1[CH:34]=[CH:33][C:32]([C:35]2[CH:44]=[CH:43][C:38]([C:39]([NH:41][CH3:42])=[O:40])=[C:37]([NH:45][CH2:46][CH3:47])[N:36]=2)=[CH:31][CH:30]=1.NCC1C=CC(N)=NC=1.